From a dataset of Reaction yield outcomes from USPTO patents with 853,638 reactions. Predict the reaction yield, written as a fraction of the theoretical maximum amount of product (1.0 means a 100% yield; for example, 0.34 means a 34% yield). The reactants are P([O-])([O-])([O-])=O.I[C:7]1[CH:8]=[C:9](/[CH:17]=[CH:18]\[C:19]2[CH:24]=[CH:23][C:22](OC)=[C:21](O)[CH:20]=2)[CH:10]=[C:11](OC)[C:12]=1OC. No catalyst specified. The product is [C:9]1(/[CH:17]=[CH:18]\[C:19]2[CH:20]=[CH:21][CH:22]=[CH:23][CH:24]=2)[CH:10]=[CH:11][CH:12]=[CH:7][CH:8]=1. The yield is 0.860.